The task is: Regression. Given a target protein amino acid sequence and a drug SMILES string, predict the binding affinity score between them. We predict KIBA score (integrated kinase binding score). Dataset: kiba.. This data is from Kinase inhibitor bioactivity data combining Ki, Kd, and IC50 measurements. (1) The drug is CC(C)(O)c1nnc2ccc(-c3c(-c4ccc(F)cc4F)nc4n3CCC4)nn12. The target protein (O15264) has sequence MSLIRKKGFYKQDVNKTAWELPKTYVSPTHVGSGAYGSVCSAIDKRSGEKVAIKKLSRPFQSEIFAKRAYRELLLLKHMQHENVIGLLDVFTPASSLRNFYDFYLVMPFMQTDLQKIMGMEFSEEKIQYLVYQMLKGLKYIHSAGVVHRDLKPGNLAVNEDCELKILDFGLARHADAEMTGYVVTRWYRAPEVILSWMHYNQTVDIWSVGCIMAEMLTGKTLFKGKDYLDQLTQILKVTGVPGTEFVQKLNDKAAKSYIQSLPQTPRKDFTQLFPRASPQAADLLEKMLELDVDKRLTAAQALTHPFFEPFRDPEEETEAQQPFDDSLEHEKLTVDEWKQHIYKEIVNFSPIARKDSRRRSGMKL. The KIBA score is 11.2. (2) The small molecule is CSc1ccc2nc3c(c(Cl)c2c1)CCNC3=O. The target protein (P51955) has sequence MPSRAEDYEVLYTIGTGSYGRCQKIRRKSDGKILVWKELDYGSMTEAEKQMLVSEVNLLRELKHPNIVRYYDRIIDRTNTTLYIVMEYCEGGDLASVITKGTKERQYLDEEFVLRVMTQLTLALKECHRRSDGGHTVLHRDLKPANVFLDGKQNVKLGDFGLARILNHDTSFAKTFVGTPYYMSPEQMNRMSYNEKSDIWSLGCLLYELCALMPPFTAFSQKELAGKIREGKFRRIPYRYSDELNEIITRMLNLKDYHRPSVEEILENPLIADLVADEQRRNLERRGRQLGEPEKSQDSSPVLSELKLKEIQLQERERALKAREERLEQKEQELCVRERLAEDKLARAENLLKNYSLLKERKFLSLASNPELLNLPSSVIKKKVHFSGESKENIMRSENSESQLTSKSKCKDLKKRLHAAQLRAQALSDIEKNYQLKSRQILGMR. The KIBA score is 11.1. (3) The small molecule is CN(C)CC(=O)Nc1n[nH]c2ccc(-c3cn(Cc4ccccc4)nn3)cc12. The target protein (Q9BXA7) has sequence MDDAAVLKRRGYLLGINLGEGSYAKVKSAYSERLKFNVAIKIIDRKKAPADFLEKFLPREIEILAMLNHCSIIKTYEIFETSHGKVYIVMELAVQGDLLELIKTRGALHEDEARKKFHQLSLAIKYCHDLDVVHRDLKCDNLLLDKDFNIKLSDFSFSKRCLRDDSGRMALSKTFCGSPAYAAPEVLQGIPYQPKVYDIWSLGVILYIMVCGSMPYDDSNIKKMLRIQKEHRVNFPRSKHLTGECKDLIYHMLQPDVNRRLHIDEILSHCWMQPKARGSPSVAINKEGESSRGTEPLWTPEPGSDKKSATKLEPEGEAQPQAQPETKPEGTAMQMSRQSEILGFPSKPSTMETEEGPPQQPPETRAQ. The KIBA score is 11.9. (4) The drug is CC(=O)N1CCN(C2CCC(n3nc(-c4ccc(NC(=O)c5cc6ccccc6n5C)cc4)c4c(N)ncnc43)CC2)CC1. The target protein (P30530) has sequence MAWRCPRMGRVPLAWCLALCGWACMAPRGTQAEESPFVGNPGNITGARGLTGTLRCQLQVQGEPPEVHWLRDGQILELADSTQTQVPLGEDEQDDWIVVSQLRITSLQLSDTGQYQCLVFLGHQTFVSQPGYVGLEGLPYFLEEPEDRTVAANTPFNLSCQAQGPPEPVDLLWLQDAVPLATAPGHGPQRSLHVPGLNKTSSFSCEAHNAKGVTTSRTATITVLPQQPRNLHLVSRQPTELEVAWTPGLSGIYPLTHCTLQAVLSNDGMGIQAGEPDPPEEPLTSQASVPPHQLRLGSLHPHTPYHIRVACTSSQGPSSWTHWLPVETPEGVPLGPPENISATRNGSQAFVHWQEPRAPLQGTLLGYRLAYQGQDTPEVLMDIGLRQEVTLELQGDGSVSNLTVCVAAYTAAGDGPWSLPVPLEAWRPGQAQPVHQLVKEPSTPAFSWPWWYVLLGAVVAAACVLILALFLVHRRKKETRYGEVFEPTVERGELVVRYRV.... The KIBA score is 13.3.